Predict the reaction yield, written as a fraction of the theoretical maximum amount of product (1.0 means a 100% yield; for example, 0.34 means a 34% yield). From a dataset of Reaction yield outcomes from USPTO patents with 853,638 reactions. The reactants are [F:1][C:2]1[CH:7]=[C:6](I)[CH:5]=[CH:4][C:3]=1[N:9]1[CH:14]=[C:13]([O:15][CH3:16])[C:12](=[O:17])[C:11]([C:18]2[N:22]([C:23]3[CH:28]=[CH:27][CH:26]=[CH:25][CH:24]=3)[N:21]=[CH:20][CH:19]=2)=[N:10]1.Cl.[CH3:30][C:31]1([OH:37])[CH2:36][CH2:35][NH:34][CH2:33][CH2:32]1.CC(C)([O-])C.[Na+].CC1(C)C2C(=C(P(C3C=CC=CC=3)C3C=CC=CC=3)C=CC=2)OC2C(P(C3C=CC=CC=3)C3C=CC=CC=3)=CC=CC1=2.C([O-])(O)=O.[Na+]. The catalyst is O1CCOCC1.C1C=CC(/C=C/C(/C=C/C2C=CC=CC=2)=O)=CC=1.C1C=CC(/C=C/C(/C=C/C2C=CC=CC=2)=O)=CC=1.C1C=CC(/C=C/C(/C=C/C2C=CC=CC=2)=O)=CC=1.[Pd].[Pd]. The product is [F:1][C:2]1[CH:7]=[C:6]([N:34]2[CH2:35][CH2:36][C:31]([OH:37])([CH3:30])[CH2:32][CH2:33]2)[CH:5]=[CH:4][C:3]=1[N:9]1[CH:14]=[C:13]([O:15][CH3:16])[C:12](=[O:17])[C:11]([C:18]2[N:22]([C:23]3[CH:28]=[CH:27][CH:26]=[CH:25][CH:24]=3)[N:21]=[CH:20][CH:19]=2)=[N:10]1. The yield is 0.320.